From a dataset of Forward reaction prediction with 1.9M reactions from USPTO patents (1976-2016). Predict the product of the given reaction. (1) Given the reactants [F:1][C:2]1[CH:3]=[C:4]([N+:12]([O-])=O)[CH:5]=[C:6]2[C:10]=1[NH:9][C:8](=[O:11])[CH2:7]2.CCO, predict the reaction product. The product is: [NH2:12][C:4]1[CH:5]=[C:6]2[C:10](=[C:2]([F:1])[CH:3]=1)[NH:9][C:8](=[O:11])[CH2:7]2. (2) Given the reactants I[C:2]1[C:10]2[C:5](=[N:6][CH:7]=[N:8][C:9]=2[NH2:11])[N:4]([CH:12]([C:14]2[CH:15]=[C:16]3[N:21]([C:22]=2[C:23]2[CH:28]=[CH:27][CH:26]=[CH:25][N:24]=2)[CH:20]=[C:19]([C:29]([F:32])([F:31])[F:30])[CH:18]=[CH:17]3)[CH3:13])[N:3]=1.[F:33][C:34]1[CH:35]=[C:36](B(O)O)[CH:37]=[C:38]([OH:40])[CH:39]=1.CCO.C([O-])([O-])=O.[Na+].[Na+], predict the reaction product. The product is: [NH2:11][C:9]1[N:8]=[CH:7][N:6]=[C:5]2[N:4]([CH:12]([C:14]3[CH:15]=[C:16]4[N:21]([C:22]=3[C:23]3[CH:28]=[CH:27][CH:26]=[CH:25][N:24]=3)[CH:20]=[C:19]([C:29]([F:32])([F:31])[F:30])[CH:18]=[CH:17]4)[CH3:13])[N:3]=[C:2]([C:36]3[CH:37]=[C:38]([OH:40])[CH:39]=[C:34]([F:33])[CH:35]=3)[C:10]=12. (3) Given the reactants [F:1][C:2]([F:10])([F:9])[CH:3]([NH:5][CH2:6][CH2:7][OH:8])[CH3:4].C(N(C(C)C)CC)(C)C.[Si:20](Cl)([C:23]([CH3:26])([CH3:25])[CH3:24])([CH3:22])[CH3:21].O, predict the reaction product. The product is: [Si:20]([O:8][CH2:7][CH2:6][NH:5][CH:3]([CH3:4])[C:2]([F:10])([F:9])[F:1])([C:23]([CH3:26])([CH3:25])[CH3:24])([CH3:22])[CH3:21]. (4) Given the reactants [CH2:1]1[CH2:11][CH2:10][N:9]2[C:4](=N[CH2:6][CH2:7][CH2:8]2)[CH2:3][CH2:2]1.C[Si]([C:16]#[N:17])(C)C, predict the reaction product. The product is: [C:4]1([C:16]#[N:17])[C:3]2[C:6](=[CH:10][CH:11]=[CH:1][CH:2]=2)[CH:7]=[CH:8][N:9]=1. (5) Given the reactants [Cl:1][C:2]1[CH:3]=[C:4]([N:8]2[C:13](=[O:14])[C:12](OS(C3C=CC(C)=CC=3)(=O)=O)=[C:11]([C:26]3[CH:31]=[CH:30][C:29]([S:32]([CH3:35])(=[O:34])=[O:33])=[CH:28][CH:27]=3)[CH:10]=[N:9]2)[CH:5]=[CH:6][CH:7]=1.[CH2:36]([SH:43])[C:37]1[CH:42]=[CH:41][CH:40]=[CH:39][CH:38]=1.O, predict the reaction product. The product is: [Cl:1][C:2]1[CH:3]=[C:4]([N:8]2[C:13](=[O:14])[C:12]([S:43][CH2:36][C:37]3[CH:42]=[CH:41][CH:40]=[CH:39][CH:38]=3)=[C:11]([C:26]3[CH:31]=[CH:30][C:29]([S:32]([CH3:35])(=[O:34])=[O:33])=[CH:28][CH:27]=3)[CH:10]=[N:9]2)[CH:5]=[CH:6][CH:7]=1. (6) Given the reactants Br[CH2:2][C:3]1[CH:23]=[CH:22][C:6]([O:7][C:8]2[CH:15]=[CH:14][CH:13]=[C:12]([C:16]3[CH:21]=[CH:20][N:19]=[CH:18][N:17]=3)[C:9]=2[C:10]#[N:11])=[C:5]([Cl:24])[CH:4]=1.[H-].[Na+].[CH3:27][C:28]1([CH3:37])[CH2:33][CH:32]([OH:34])[CH2:31][C:30]([CH3:36])([CH3:35])[NH:29]1, predict the reaction product. The product is: [Cl:24][C:5]1[CH:4]=[C:3]([CH2:2][O:34][CH:32]2[CH2:33][C:28]([CH3:37])([CH3:27])[NH:29][C:30]([CH3:36])([CH3:35])[CH2:31]2)[CH:23]=[CH:22][C:6]=1[O:7][C:8]1[CH:15]=[CH:14][CH:13]=[C:12]([C:16]2[CH:21]=[CH:20][N:19]=[CH:18][N:17]=2)[C:9]=1[C:10]#[N:11].